Dataset: Full USPTO retrosynthesis dataset with 1.9M reactions from patents (1976-2016). Task: Predict the reactants needed to synthesize the given product. (1) Given the product [C:17]1([C:20]2[CH:25]=[CH:24][CH:23]=[CH:22][CH:21]=2)[CH:18]=[CH:19][C:14]([CH2:13][C@@H:12]([NH:26][C:43]([C:37]2[NH:36][N:35]=[C:39]([C:40]([OH:42])=[O:41])[CH:38]=2)=[O:45])[CH2:11][C:8]2([C:6]([O:5][CH2:58][CH2:57][CH2:62][CH3:61])=[O:7])[CH2:10][CH2:9]2)=[CH:15][CH:16]=1, predict the reactants needed to synthesize it. The reactants are: C([O:5][C:6]([C:8]1([CH2:11][C@H:12]([NH:26]C(OC(C)(C)C)=O)[CH2:13][C:14]2[CH:19]=[CH:18][C:17]([C:20]3[CH:25]=[CH:24][CH:23]=[CH:22][CH:21]=3)=[CH:16][CH:15]=2)[CH2:10][CH2:9]1)=[O:7])(C)(C)C.Cl.[NH:35]1[C:39]([C:40]([OH:42])=[O:41])=[CH:38][C:37]([C:43]([OH:45])=O)=[N:36]1.CCN=C=NCCCN(C)C.[CH:57]1[CH:58]=CC2N(O)N=N[C:61]=2[CH:62]=1. (2) Given the product [CH3:26][C:27]1[N:31]=[C:30]([C:32]2[CH:37]=[CH:36][C:35]([NH:38][C:40]3[N:45]=[C:44]([C:46]([OH:49])([CH3:48])[CH3:47])[CH:43]=[C:42]([C:50]4[CH:55]=[CH:54][C:53]([C:56]([F:59])([F:57])[F:58])=[CH:52][CH:51]=4)[N:41]=3)=[CH:34][CH:33]=2)[S:29][N:28]=1, predict the reactants needed to synthesize it. The reactants are: C1(P(C2CCCCC2)C2C=CC=CC=2C2C=CC=CC=2)CCCCC1.[CH3:26][C:27]1[N:31]=[C:30]([C:32]2[CH:37]=[CH:36][C:35]([NH2:38])=[CH:34][CH:33]=2)[S:29][N:28]=1.Cl[C:40]1[N:45]=[C:44]([C:46]([OH:49])([CH3:48])[CH3:47])[CH:43]=[C:42]([C:50]2[CH:55]=[CH:54][C:53]([C:56]([F:59])([F:58])[F:57])=[CH:52][CH:51]=2)[N:41]=1.O. (3) Given the product [F:34][C:15]1[C:16]([C:22]([C:24]2[CH:25]=[C:26]3[C:31](=[CH:32][CH:33]=2)[N:30]=[CH:29][N:28]=[CH:27]3)=[O:23])=[C:17]([F:21])[C:18]([F:20])=[CH:19][C:14]=1[NH:7][S:4]([CH2:1][CH2:2][CH3:3])(=[O:6])=[O:5], predict the reactants needed to synthesize it. The reactants are: [CH2:1]([S:4]([N:7]([C:14]1[CH:19]=[C:18]([F:20])[C:17]([F:21])=[C:16]([C:22]([C:24]2[CH:25]=[C:26]3[C:31](=[CH:32][CH:33]=2)[N:30]=[CH:29][N:28]=[CH:27]3)=[O:23])[C:15]=1[F:34])S(CCC)(=O)=O)(=[O:6])=[O:5])[CH2:2][CH3:3].[OH-].[Na+].